This data is from Reaction yield outcomes from USPTO patents with 853,638 reactions. The task is: Predict the reaction yield, written as a fraction of the theoretical maximum amount of product (1.0 means a 100% yield; for example, 0.34 means a 34% yield). (1) The reactants are [C:1]([O:4][C@@H:5]([CH3:9])[C:6](Cl)=[O:7])(=[O:3])[CH3:2].[NH2:10][C:11]1[C:12]([I:25])=[C:13]([C:22]([OH:24])=[O:23])[C:14]([I:21])=[C:15]([C:19]=1[I:20])[C:16]([OH:18])=[O:17]. The catalyst is CC(N(C)C)=O. The product is [C:1]([O:4][C@@H:5]([CH3:9])[C:6]([NH:10][C:11]1[C:19]([I:20])=[C:15]([C:16]([OH:18])=[O:17])[C:14]([I:21])=[C:13]([C:12]=1[I:25])[C:22]([OH:24])=[O:23])=[O:7])(=[O:3])[CH3:2]. The yield is 0.810. (2) The reactants are [N+](C1C=CC=CC=1S([N:13]([CH2:36][C:37]1[CH:42]=[CH:41][CH:40]=[CH:39][N:38]=1)[CH2:14][C:15]1[CH:20]=[CH:19][C:18]([CH2:21][N:22]([CH2:33][CH2:34][NH2:35])[CH:23]2[C:32]3[N:31]=[CH:30][CH:29]=[CH:28][C:27]=3[CH2:26][CH2:25][CH2:24]2)=[CH:17][CH:16]=1)(=O)=O)([O-])=O.[NH:43]1[CH:47]=[CH:46][N:45]=[C:44]1[CH:48]=O.[BH4-].[Na+].C(OC(OC(OC(C)(C)C)=O)=O)(C)(C)C. The catalyst is CO. The product is [N:38]1[CH:39]=[CH:40][CH:41]=[CH:42][C:37]=1[CH2:36][NH:13][CH2:14][C:15]1[CH:16]=[CH:17][C:18]([CH2:21][N:22]([CH2:33][CH2:34][NH:35][CH2:48][C:44]2[NH:45][CH:46]=[CH:47][N:43]=2)[CH:23]2[C:32]3[N:31]=[CH:30][CH:29]=[CH:28][C:27]=3[CH2:26][CH2:25][CH2:24]2)=[CH:19][CH:20]=1. The yield is 0.220. (3) The reactants are [F:1][C:2]1[CH:7]=[CH:6][C:5](I)=[CH:4][CH:3]=1.[PH2:9]([O-:11])=[O:10].[NH3+][C:13]1C=CC=C[CH:14]=1.NCCC[Si](OCC)(OCC)OCC.C1(P(C2C=CC=CC=2)CCCP(C2C=CC=CC=2)C2C=CC=CC=2)C=CC=CC=1. The catalyst is C(#N)C.C([O-])(=O)C.[Pd+2].C([O-])(=O)C. The product is [F:1][C:2]1[CH:7]=[CH:6][C:5]([PH:9](=[O:11])[O:10][CH2:13][CH3:14])=[CH:4][CH:3]=1. The yield is 0.480.